The task is: Predict the product of the given reaction.. This data is from Forward reaction prediction with 1.9M reactions from USPTO patents (1976-2016). (1) Given the reactants [CH2:1]([N:8]1[C:13]([C:14]2[CH:19]=[CH:18][CH:17]=[CH:16][CH:15]=2)=[CH:12][CH:11]=[C:10]([C:20]([NH:22][C@@H:23]([CH2:31][CH2:32][CH2:33][NH:34][C:35]([NH:37]S(C2C(C)=C3C(=C(C)C=2C)OC(C)(C)CC3)(=O)=O)=[NH:36])[C:24]([O:26]C(C)(C)C)=[O:25])=[O:21])[C:9]1=[O:56])[C:2]1[CH:7]=[CH:6][CH:5]=[CH:4][CH:3]=1.CC(OC)(C)C.[C:63]([OH:69])([C:65]([F:68])([F:67])[F:66])=[O:64], predict the reaction product. The product is: [CH2:1]([N:8]1[C:13]([C:14]2[CH:19]=[CH:18][CH:17]=[CH:16][CH:15]=2)=[CH:12][CH:11]=[C:10]([C:20]([NH:22][C@@H:23]([CH2:31][CH2:32][CH2:33][NH:34][C:35]([NH2:37])=[NH:36])[C:24]([OH:26])=[O:25])=[O:21])[C:9]1=[O:56])[C:2]1[CH:3]=[CH:4][CH:5]=[CH:6][CH:7]=1.[C:63]([OH:69])([C:65]([F:68])([F:67])[F:66])=[O:64]. (2) Given the reactants [CH3:1][C:2]1[CH:7]=[C:6]([N+:8]([O-])=O)[C:5]([CH3:11])=[CH:4][C:3]=1[C:12](=[O:19])[CH:13]=[C:14]([N:16](C)C)[CH3:15].Cl.NO.CC1C=C([N+]([O-])=O)C(C)=CC=1C1ON=C(C)C=1, predict the reaction product. The product is: [CH3:11][C:5]1[CH:4]=[C:3]([C:12]2[O:19][N:16]=[C:14]([CH3:15])[CH:13]=2)[C:2]([CH3:1])=[CH:7][C:6]=1[NH2:8].